Dataset: Full USPTO retrosynthesis dataset with 1.9M reactions from patents (1976-2016). Task: Predict the reactants needed to synthesize the given product. (1) Given the product [C:20]([O:19][C:17](=[O:18])[NH:16][CH:4]1[CH2:5][C:6]2[C:7](=[CH:8][C:9]([F:12])=[CH:10][CH:11]=2)[NH:13][C:3]1=[O:2])([CH3:23])([CH3:22])[CH3:21], predict the reactants needed to synthesize it. The reactants are: C[O:2][C:3](=O)[C:4]([NH:16][C:17]([O:19][C:20]([CH3:23])([CH3:22])[CH3:21])=[O:18])=[CH:5][C:6]1[CH:11]=[CH:10][C:9]([F:12])=[CH:8][C:7]=1[N+:13]([O-])=O.C[O-].[Na+].CO.O. (2) Given the product [NH:1]1[C:9]2[C:4](=[CH:5][CH:6]=[CH:7][CH:8]=2)[C:3](/[CH:10]=[C:11]2\[O:12][C:13]3[C:20]([C:21]([N:23]4[CH2:24][CH2:25][NH:26][CH2:27][CH2:28]4)=[O:22])=[C:19]([OH:36])[CH:18]=[CH:17][C:14]=3[C:15]\2=[O:16])=[N:2]1, predict the reactants needed to synthesize it. The reactants are: [NH:1]1[C:9]2[C:4](=[CH:5][CH:6]=[CH:7][CH:8]=2)[C:3](/[CH:10]=[C:11]2\[O:12][C:13]3[C:20]([C:21]([N:23]4[CH2:28][CH2:27][N:26](C(OC(C)(C)C)=O)[CH2:25][CH2:24]4)=[O:22])=[C:19]([OH:36])[CH:18]=[CH:17][C:14]=3[C:15]\2=[O:16])=[N:2]1.Cl.